The task is: Predict the reactants needed to synthesize the given product.. This data is from Full USPTO retrosynthesis dataset with 1.9M reactions from patents (1976-2016). (1) Given the product [CH2:19]([S:16]([NH:15][C:14]([CH:11]1[CH2:12][CH2:13][NH:8][CH2:9][CH2:10]1)=[O:26])(=[O:17])=[O:18])[C:20]1[CH:21]=[CH:22][CH:23]=[CH:24][CH:25]=1, predict the reactants needed to synthesize it. The reactants are: C(OC([N:8]1[CH2:13][CH2:12][CH:11]([C:14](=[O:26])[NH:15][S:16]([CH2:19][C:20]2[CH:25]=[CH:24][CH:23]=[CH:22][CH:21]=2)(=[O:18])=[O:17])[CH2:10][CH2:9]1)=O)(C)(C)C. (2) Given the product [C:1]12([CH2:11][O:12][C:13]3[C:18]([Br:19])=[CH:17][N:16]4[C:27]([NH:26][S:23]([N:29]5[CH2:34][CH2:33][O:32][CH2:31][CH2:30]5)(=[O:25])=[O:24])=[N:21][N:20]=[C:15]4[CH:14]=3)[CH2:8][CH:7]3[CH2:9][CH:3]([CH2:4][CH:5]([CH2:6]3)[CH2:10]1)[CH2:2]2, predict the reactants needed to synthesize it. The reactants are: [C:1]12([CH2:11][O:12][C:13]3[C:18]([Br:19])=[CH:17][N:16]=[C:15]([NH:20][NH2:21])[CH:14]=3)[CH2:10][CH:5]3[CH2:6][CH:7]([CH2:9][CH:3]([CH2:4]3)[CH2:2]1)[CH2:8]2.Cl[S:23]([N:26]=[C:27]=O)(=[O:25])=[O:24].[NH:29]1[CH2:34][CH2:33][O:32][CH2:31][CH2:30]1. (3) Given the product [NH2:46][CH:26]1[CH2:25][CH2:24][N:23]([CH2:28][CH2:29][N:30]2[C:39]3[C:34](=[CH:35][CH:36]=[C:37]([F:40])[CH:38]=3)[N:33]=[CH:32][C:31]2=[O:41])[CH2:22][CH:21]1[CH2:20][N:12]([CH2:11][C:8]1[N:7]=[CH:6][C:5]2[O:4][CH2:3][CH2:2][O:1][C:10]=2[CH:9]=1)[C:13](=[O:19])[O:14][C:15]([CH3:16])([CH3:18])[CH3:17], predict the reactants needed to synthesize it. The reactants are: [O:1]1[C:10]2[CH:9]=[C:8]([CH2:11][N:12]([CH2:20][CH:21]3[C:26](=O)[CH2:25][CH2:24][N:23]([CH2:28][CH2:29][N:30]4[C:39]5[C:34](=[CH:35][CH:36]=[C:37]([F:40])[CH:38]=5)[N:33]=[CH:32][C:31]4=[O:41])[CH2:22]3)[C:13](=[O:19])[O:14][C:15]([CH3:18])([CH3:17])[CH3:16])[N:7]=[CH:6][C:5]=2[O:4][CH2:3][CH2:2]1.C([O-])(=O)C.[NH4+:46].C(O[BH-](OC(=O)C)OC(=O)C)(=O)C.[Na+].[BH4-]. (4) Given the product [F:21][C:19]1[CH:20]=[C:15]([N:14]2[C:13]3[CH:23]=[C:24]([F:28])[CH:25]=[C:26]([F:27])[C:12]=3[N:11]=[C:10]2[CH:8]([NH2:7])[CH3:9])[CH:16]=[C:17]([F:22])[CH:18]=1, predict the reactants needed to synthesize it. The reactants are: C(OC(=O)[NH:7][CH:8]([C:10]1[N:14]([C:15]2[CH:20]=[C:19]([F:21])[CH:18]=[C:17]([F:22])[CH:16]=2)[C:13]2[CH:23]=[C:24]([F:28])[CH:25]=[C:26]([F:27])[C:12]=2[N:11]=1)[CH3:9])(C)(C)C.C(=O)(O)[O-].[Na+]. (5) Given the product [OH:1][C:2]1[CH:3]=[CH:4][C:5]([C:8]([CH3:14])([CH3:13])[C:9]([O:11][CH3:12])=[O:10])=[CH:6][C:7]=1[CH:25]=[O:26], predict the reactants needed to synthesize it. The reactants are: [OH:1][C:2]1[CH:7]=[CH:6][C:5]([C:8]([CH3:14])([CH3:13])[C:9]([O:11][CH3:12])=[O:10])=[CH:4][CH:3]=1.C(N(CC)CC)C.[Cl-].[Mg+2].[Cl-].[CH2:25]=[O:26].OP(O)(O)=O. (6) Given the product [C:26]([O:25][C:23](=[O:24])[N:11]([CH2:12][CH2:13][C:14]1[CH:19]=[CH:18][CH:17]=[C:16]([CH2:20][CH2:21][OH:22])[CH:15]=1)[CH2:10][CH2:9][C:4]1[CH:5]=[CH:6][CH:7]=[CH:8][C:3]=1[O:2][CH3:1])([CH3:29])([CH3:28])[CH3:27], predict the reactants needed to synthesize it. The reactants are: [CH3:1][O:2][C:3]1[CH:8]=[CH:7][CH:6]=[CH:5][C:4]=1[CH2:9][CH2:10][NH:11][CH2:12][CH2:13][C:14]1[CH:15]=[C:16]([CH2:20][CH2:21][OH:22])[CH:17]=[CH:18][CH:19]=1.[C:23](O[C:23]([O:25][C:26]([CH3:29])([CH3:28])[CH3:27])=[O:24])([O:25][C:26]([CH3:29])([CH3:28])[CH3:27])=[O:24]. (7) Given the product [F:27][C:22]1[CH:23]=[CH:24][CH:25]=[C:26]2[C:21]=1[N:20]=[CH:19][CH:18]=[C:17]2[NH:16][C:14]([NH:13][C:11]1[CH:10]=[CH:9][CH:8]=[C:7]([CH:4]2[CH2:3][CH2:2][O:1][CH2:6][CH2:5]2)[N:12]=1)=[O:15], predict the reactants needed to synthesize it. The reactants are: [O:1]1[CH2:6][CH:5]=[C:4]([C:7]2[N:12]=[C:11]([NH:13][C:14]([NH:16][C:17]3[C:26]4[C:21](=[C:22]([F:27])[CH:23]=[CH:24][CH:25]=4)[N:20]=[CH:19][CH:18]=3)=[O:15])[CH:10]=[CH:9][CH:8]=2)[CH2:3][CH2:2]1.CN(C=O)C.[H][H]. (8) Given the product [C:32]([O:31][C:29](=[O:30])[NH:28][CH:25]1[CH2:26][CH2:27][N:22]([S:19]([C:16]2[O:15][C:14]([C:12](=[O:11])[NH:9][CH2:1][CH2:2][C:3]3[CH:8]=[CH:7][CH:6]=[CH:5][CH:4]=3)=[CH:18][CH:17]=2)(=[O:21])=[O:20])[CH2:23][CH2:24]1)([CH3:35])([CH3:33])[CH3:34], predict the reactants needed to synthesize it. The reactants are: [CH2:1]([NH2:9])[CH2:2][C:3]1[CH:8]=[CH:7][CH:6]=[CH:5][CH:4]=1.C[O:11][C:12]([C:14]1[O:15][C:16]([S:19]([N:22]2[CH2:27][CH2:26][CH:25]([NH:28][C:29]([O:31][C:32]([CH3:35])([CH3:34])[CH3:33])=[O:30])[CH2:24][CH2:23]2)(=[O:21])=[O:20])=[CH:17][CH:18]=1)=O.